Task: Predict the reaction yield, written as a fraction of the theoretical maximum amount of product (1.0 means a 100% yield; for example, 0.34 means a 34% yield).. Dataset: Reaction yield outcomes from USPTO patents with 853,638 reactions (1) The reactants are Br[C:2]1[CH:7]=[C:6]([CH2:8][S:9]([CH3:12])(=[O:11])=[O:10])[CH:5]=[CH:4][C:3]=1[O:13][C:14]1[CH:19]=[CH:18][C:17]([F:20])=[CH:16][C:15]=1[F:21].[CH3:22][C:23]1([CH3:39])[C:27]([CH3:29])([CH3:28])[O:26][B:25]([B:25]2[O:26][C:27]([CH3:29])([CH3:28])[C:23]([CH3:39])([CH3:22])[O:24]2)[O:24]1.C([O-])(=O)C.[K+]. The catalyst is Cl[Pd](Cl)([P](C1C=CC=CC=1)(C1C=CC=CC=1)C1C=CC=CC=1)[P](C1C=CC=CC=1)(C1C=CC=CC=1)C1C=CC=CC=1. The product is [F:21][C:15]1[CH:16]=[C:17]([F:20])[CH:18]=[CH:19][C:14]=1[O:13][C:3]1[CH:4]=[CH:5][C:6]([CH2:8][S:9]([CH3:12])(=[O:11])=[O:10])=[CH:7][C:2]=1[B:25]1[O:26][C:27]([CH3:29])([CH3:28])[C:23]([CH3:39])([CH3:22])[O:24]1. The yield is 0.890. (2) The reactants are [CH3:1][N:2]([CH3:11])[C:3]1[CH:10]=[CH:9][C:6]([CH:7]=O)=[CH:5][CH:4]=1.C(OP([CH2:20][C:21]1[CH:26]=[CH:25][C:24]([N+:27]([O-:29])=[O:28])=[CH:23][CH:22]=1)(=O)OCC)C.O(C)[Na]. The catalyst is CN(C=O)C.CCO. The product is [CH3:1][N:2]([CH3:11])[C:3]1[CH:10]=[CH:9][C:6]([CH:7]=[CH:20][C:21]2[CH:26]=[CH:25][C:24]([N+:27]([O-:29])=[O:28])=[CH:23][CH:22]=2)=[CH:5][CH:4]=1. The yield is 0.650.